This data is from TCR-epitope binding with 47,182 pairs between 192 epitopes and 23,139 TCRs. The task is: Binary Classification. Given a T-cell receptor sequence (or CDR3 region) and an epitope sequence, predict whether binding occurs between them. (1) The epitope is ALSKGVHFV. The TCR CDR3 sequence is CASSQLGTAPDSGANVLTF. Result: 1 (the TCR binds to the epitope). (2) The epitope is ARMILMTHF. The TCR CDR3 sequence is CASSGPRQNYNSPLHF. Result: 0 (the TCR does not bind to the epitope).